This data is from Reaction yield outcomes from USPTO patents with 853,638 reactions. The task is: Predict the reaction yield, written as a fraction of the theoretical maximum amount of product (1.0 means a 100% yield; for example, 0.34 means a 34% yield). (1) The reactants are [F:1][C:2]1[CH:7]=[C:6]([O:8][CH2:9][C:10]2[CH:11]=[C:12]([C:16]3[C:21]([CH3:22])=[CH:20][C:19]([OH:23])=[CH:18][C:17]=3[CH3:24])[CH:13]=[CH:14][CH:15]=2)[CH:5]=[CH:4][C:3]=1[CH2:25][CH2:26][C:27]([O:29][CH2:30][CH3:31])=[O:28].[CH3:32][S:33](Cl)(=[O:35])=[O:34].O. The catalyst is N1C=CC=CC=1. The product is [CH3:22][C:21]1[CH:20]=[C:19]([O:23][S:33]([CH3:32])(=[O:35])=[O:34])[CH:18]=[C:17]([CH3:24])[C:16]=1[C:12]1[CH:13]=[CH:14][CH:15]=[C:10]([CH2:9][O:8][C:6]2[CH:5]=[CH:4][C:3]([CH2:25][CH2:26][C:27]([O:29][CH2:30][CH3:31])=[O:28])=[C:2]([F:1])[CH:7]=2)[CH:11]=1. The yield is 0.870. (2) The product is [Cl:36][C:23]1[N:22]=[C:21]([S:9][CH2:8][CH2:7][C:1]2[CH:6]=[CH:5][CH:4]=[CH:3][CH:2]=2)[C:26]([C:27]([NH:29][CH:30]2[CH2:31][CH2:32][CH2:33][CH2:34][CH2:35]2)=[O:28])=[CH:25][CH:24]=1. The reactants are [C:1]1([CH2:7][CH2:8][SH:9])[CH:6]=[CH:5][CH:4]=[CH:3][CH:2]=1.C[Si]([N-][Si](C)(C)C)(C)C.[Na+].Cl[C:21]1[C:26]([C:27]([NH:29][CH:30]2[CH2:35][CH2:34][CH2:33][CH2:32][CH2:31]2)=[O:28])=[CH:25][CH:24]=[C:23]([Cl:36])[N:22]=1. The yield is 0.850. The catalyst is CN(C=O)C. (3) The reactants are [N:1]1(C(=N)N)[CH:5]=[N:4]C=N1.[NH2:9][C:10]1[C:18]([Br:19])=[CH:17][C:16]([O:20][C:21]([F:24])([F:23])[F:22])=[CH:15][C:11]=1[C:12](O)=[O:13].CCN(C(C)C)C(C)C.O. The catalyst is CN1C(=O)CCC1. The product is [NH2:1][C:5]1[NH:4][C:12](=[O:13])[C:11]2[C:10](=[C:18]([Br:19])[CH:17]=[C:16]([O:20][C:21]([F:24])([F:23])[F:22])[CH:15]=2)[N:9]=1. The yield is 0.310.